Predict the reactants needed to synthesize the given product. From a dataset of Full USPTO retrosynthesis dataset with 1.9M reactions from patents (1976-2016). (1) Given the product [CH3:27][C:26]1[C:17]([O:15][CH2:14][C:12]2[CH:11]=[CH:10][CH:9]=[C:8]([N:3]3[CH2:4][CH2:5][CH2:6][CH2:7]3)[N:13]=2)=[N:18][C:19]2[C:24](=[CH:23][CH:22]=[CH:21][CH:20]=2)[N:25]=1, predict the reactants needed to synthesize it. The reactants are: [H-].[Na+].[N:3]1([C:8]2[N:13]=[C:12]([CH2:14][OH:15])[CH:11]=[CH:10][CH:9]=2)[CH2:7][CH2:6][CH2:5][CH2:4]1.Cl[C:17]1[C:26]([CH3:27])=[N:25][C:24]2[C:19](=[CH:20][CH:21]=[CH:22][CH:23]=2)[N:18]=1.O. (2) Given the product [F:1][C:2]1[C:12]([C:13]#[N:14])=[CH:11][C:5]2[N:6]([CH3:15])[C:7](=[O:10])[CH2:8][O:9][C:4]=2[CH:3]=1, predict the reactants needed to synthesize it. The reactants are: [F:1][C:2]1[C:12]([C:13]#[N:14])=[CH:11][C:5]2[NH:6][C:7](=[O:10])[CH2:8][O:9][C:4]=2[CH:3]=1.[CH3:15]C([O-])(C)C.[K+].CI. (3) Given the product [S:1]1[CH:5]=[CH:4][C:3]2[CH:6]=[CH:7][C:8]([O:10][C:13](=[O:14])[C:12]([CH3:17])([CH3:16])[CH3:11])=[CH:9][C:2]1=2, predict the reactants needed to synthesize it. The reactants are: [S:1]1[CH:5]=[CH:4][C:3]2[CH:6]=[CH:7][C:8]([OH:10])=[CH:9][C:2]1=2.[CH3:11][C:12]([CH3:17])([CH3:16])[C:13](Cl)=[O:14].